From a dataset of Peptide-MHC class I binding affinity with 185,985 pairs from IEDB/IMGT. Regression. Given a peptide amino acid sequence and an MHC pseudo amino acid sequence, predict their binding affinity value. This is MHC class I binding data. (1) The peptide sequence is YIIKLVFLWL. The MHC is HLA-A02:02 with pseudo-sequence HLA-A02:02. The binding affinity (normalized) is 0.459. (2) The peptide sequence is SSYRMGINK. The MHC is HLA-A02:16 with pseudo-sequence HLA-A02:16. The binding affinity (normalized) is 0.0847. (3) The peptide sequence is PPYCTIAPVGI. The MHC is Mamu-B17 with pseudo-sequence Mamu-B17. The binding affinity (normalized) is 0. (4) The peptide sequence is HSDAVEDFL. The MHC is HLA-A02:01 with pseudo-sequence HLA-A02:01. The binding affinity (normalized) is 0.0847. (5) The peptide sequence is VLYCVHQHI. The MHC is HLA-A31:01 with pseudo-sequence HLA-A31:01. The binding affinity (normalized) is 0.235. (6) The peptide sequence is MSAAVKDER. The MHC is HLA-A68:01 with pseudo-sequence HLA-A68:01. The binding affinity (normalized) is 0.602. (7) The peptide sequence is LPGPQVTAVLLHEES. The MHC is HLA-A02:03 with pseudo-sequence HLA-A02:03. The binding affinity (normalized) is 0.